Dataset: Catalyst prediction with 721,799 reactions and 888 catalyst types from USPTO. Task: Predict which catalyst facilitates the given reaction. (1) Reactant: ON1C2C=[CH:8][CH:9]=[CH:10][C:5]=2[N:4]=N1.[OH:11][N:12]=[C:13]([CH3:17])[C:14](O)=[O:15].N1CCCC1.Cl.CN(C)CCCN=C=NCC. The catalyst class is: 18. Product: [N:4]1([C:14](=[O:15])[C:13](=[N:12][OH:11])[CH3:17])[CH2:5][CH2:10][CH2:9][CH2:8]1. (2) Reactant: [NH2:1][C:2]1[N:6]=[CH:5][NH:4][N:3]=1.[F:7][C:8]([F:13])([F:12])[C:9]([OH:11])=[O:10]. Product: [O-:11][C:9]([C:8]([F:13])([F:12])[F:7])=[O:10].[NH2:1][C:2]1[NH:3][NH+:4]=[CH:5][N:6]=1. The catalyst class is: 6. (3) Reactant: Br[C:2]1[CH:24]=[CH:23][C:5]([C:6]([NH:8][C@H:9]2[CH2:14][CH2:13][C@H:12]([O:15][Si:16]([C:19]([CH3:22])([CH3:21])[CH3:20])([CH3:18])[CH3:17])[CH2:11][CH2:10]2)=[O:7])=[CH:4][C:3]=1[CH3:25].C([O-])(=O)C.[K+].[B:31]1([B:31]2[O:35][C:34]([CH3:37])([CH3:36])[C:33]([CH3:39])([CH3:38])[O:32]2)[O:35][C:34]([CH3:37])([CH3:36])[C:33]([CH3:39])([CH3:38])[O:32]1. Product: [Si:16]([O:15][C@H:12]1[CH2:13][CH2:14][C@H:9]([NH:8][C:6](=[O:7])[C:5]2[CH:23]=[CH:24][C:2]([B:31]3[O:35][C:34]([CH3:37])([CH3:36])[C:33]([CH3:39])([CH3:38])[O:32]3)=[C:3]([CH3:25])[CH:4]=2)[CH2:10][CH2:11]1)([C:19]([CH3:22])([CH3:21])[CH3:20])([CH3:18])[CH3:17]. The catalyst class is: 155. (4) Reactant: I[C:2]1[CH:7]=[CH:6][N:5]=[CH:4][C:3]=1[NH:8][CH2:9][C:10]#[N:11].[CH3:12][C:13]1[CH:18]=[CH:17][CH:16]=[CH:15][C:14]=1B(O)O. The catalyst class is: 243. Product: [C:13]1([CH3:12])[CH:18]=[CH:17][CH:16]=[CH:15][C:14]=1[C:2]1[CH:7]=[CH:6][N:5]=[CH:4][C:3]=1[NH:8][CH2:9][C:10]#[N:11].